From a dataset of Full USPTO retrosynthesis dataset with 1.9M reactions from patents (1976-2016). Predict the reactants needed to synthesize the given product. (1) Given the product [NH:11]1[C:15]2=[N+:16]([O-:20])[CH:17]=[CH:18][CH:19]=[C:14]2[CH:13]=[CH:12]1, predict the reactants needed to synthesize it. The reactants are: ClC1C=C(C=CC=1)C(O)=O.[NH:11]1[C:15]2=[N+:16]([O-:20])[CH:17]=[CH:18][CH:19]=[C:14]2[CH:13]=[CH:12]1.C([O-])([O-])=O.[K+].[K+]. (2) The reactants are: [F:1][C:2]1([F:44])[O:6][C:5]2[CH:7]=[CH:8][C:9]([NH:11][C:12]3[C:17]([C:18]4[N:23]=[C:22]([CH3:24])[N:21]=[C:20]([N:25](CC5C=CC(OC)=CC=5)CC5C=CC(OC)=CC=5)[N:19]=4)=[CH:16][CH:15]=[CH:14][N:13]=3)=[CH:10][C:4]=2[O:3]1. Given the product [F:44][C:2]1([F:1])[O:6][C:5]2[CH:7]=[CH:8][C:9]([NH:11][C:12]3[C:17]([C:18]4[N:23]=[C:22]([CH3:24])[N:21]=[C:20]([NH2:25])[N:19]=4)=[CH:16][CH:15]=[CH:14][N:13]=3)=[CH:10][C:4]=2[O:3]1, predict the reactants needed to synthesize it.